The task is: Regression. Given two drug SMILES strings and cell line genomic features, predict the synergy score measuring deviation from expected non-interaction effect.. This data is from NCI-60 drug combinations with 297,098 pairs across 59 cell lines. Drug 1: CC(C1=C(C=CC(=C1Cl)F)Cl)OC2=C(N=CC(=C2)C3=CN(N=C3)C4CCNCC4)N. Drug 2: C1CC(=O)NC(=O)C1N2C(=O)C3=CC=CC=C3C2=O. Cell line: SW-620. Synergy scores: CSS=7.78, Synergy_ZIP=-3.47, Synergy_Bliss=-3.13, Synergy_Loewe=-13.7, Synergy_HSA=-4.26.